This data is from Catalyst prediction with 721,799 reactions and 888 catalyst types from USPTO. The task is: Predict which catalyst facilitates the given reaction. (1) The catalyst class is: 4. Product: [F:2][C:3]1[CH:8]=[C:7]([F:9])[CH:6]=[CH:5][C:4]=1[N:10]1[CH:14]([C:15]2[CH:20]=[CH:19][N:18]=[C:17]([N:21]3[CH2:22][CH2:23][N:24]([S:42]([CH3:41])(=[O:44])=[O:43])[CH2:25][CH2:26]3)[CH:16]=2)[CH2:13][C:12]([C:27]([F:33])([F:32])[C:28]([F:29])([F:30])[F:31])=[N:11]1. Reactant: Cl.[F:2][C:3]1[CH:8]=[C:7]([F:9])[CH:6]=[CH:5][C:4]=1[N:10]1[CH:14]([C:15]2[CH:20]=[CH:19][N:18]=[C:17]([N:21]3[CH2:26][CH2:25][NH:24][CH2:23][CH2:22]3)[CH:16]=2)[CH2:13][C:12]([C:27]([F:33])([F:32])[C:28]([F:31])([F:30])[F:29])=[N:11]1.C(N(CC)CC)C.[CH3:41][S:42](Cl)(=[O:44])=[O:43]. (2) Reactant: [OH:1][C@@:2]([CH2:47][CH2:48][CH3:49])([C@@H:6]([C:24](N1[C@@H](C(C)C)C(C2C=CC=CC=2)(C2C=CC=CC=2)OC1=S)=[O:25])/[CH:7]=[CH:8]/[CH2:9][CH2:10][CH2:11][CH2:12][CH2:13][NH:14][C:15]([O:17][CH2:18][CH2:19][Si:20]([CH3:23])([CH3:22])[CH3:21])=[O:16])[C:3]([O-:5])=[O:4].[NH2:50][C@@H:51]([CH2:56][C:57]1[CH:62]=[CH:61][C:60]([O:63][CH2:64][C:65]#[C:66][CH3:67])=[CH:59][CH:58]=1)[C:52]([O:54][CH3:55])=[O:53]. Product: [CH2:64]([O:63][C:60]1[CH:59]=[CH:58][C:57]([CH2:56][C@H:51]([NH:50][C:24]([C@@H:6](/[CH:7]=[CH:8]/[CH2:9][CH2:10][CH2:11][CH2:12][CH2:13][NH:14][C:15]([O:17][CH2:18][CH2:19][Si:20]([CH3:21])([CH3:22])[CH3:23])=[O:16])[C@@:2]([OH:1])([CH2:47][CH2:48][CH3:49])[C:3]([O:5][C:2]([CH3:47])([CH3:6])[CH3:3])=[O:4])=[O:25])[C:52]([O:54][CH3:55])=[O:53])=[CH:62][CH:61]=1)[C:65]#[C:66][CH3:67]. The catalyst class is: 4. (3) Reactant: [NH2:1][C:2]1[S:3][C:4]2[C:9]([NH:10][C@H:11]([CH3:21])[CH2:12][NH:13][C:14](=[O:20])[O:15][C:16]([CH3:19])([CH3:18])[CH3:17])=[N:8][C:7](S(CC3C=CC=CC=3)(=O)=O)=[N:6][C:5]=2[N:32]=1.[Cl:33][C:34]1[C:35]([F:42])=[C:36]([CH2:40][SH:41])[CH:37]=[CH:38][CH:39]=1.C(O)C.[BH4-].[Na+]. Product: [NH2:1][C:2]1[S:3][C:4]2[C:9]([NH:10][C@H:11]([CH3:21])[CH2:12][NH:13][C:14](=[O:20])[O:15][C:16]([CH3:17])([CH3:19])[CH3:18])=[N:8][C:7]([S:41][CH2:40][C:36]3[CH:37]=[CH:38][CH:39]=[C:34]([Cl:33])[C:35]=3[F:42])=[N:6][C:5]=2[N:32]=1. The catalyst class is: 16.